This data is from Full USPTO retrosynthesis dataset with 1.9M reactions from patents (1976-2016). The task is: Predict the reactants needed to synthesize the given product. (1) Given the product [C:1]([O:5][C:6]([NH:8][CH2:9][CH:10]([S:19][C:17](=[O:20])[CH3:18])[CH3:11])=[O:7])([CH3:2])([CH3:3])[CH3:4], predict the reactants needed to synthesize it. The reactants are: [C:1]([O:5][C:6]([NH:8][CH2:9][CH:10](OS(C)(=O)=O)[CH3:11])=[O:7])([CH3:4])([CH3:3])[CH3:2].[C:17]([OH:20])(=[S:19])[CH3:18].C([O-])([O-])=O.[Cs+].[Cs+].O. (2) Given the product [CH2:39]([S:43]([O:31][CH2:30][CH2:29][N:4]([CH2:3][CH2:2][Br:1])[C:5]1[C:6]([C:7]([NH:9][CH2:10][CH2:11][O:12][CH:13]2[CH2:18][CH2:17][CH2:16][CH2:15][O:14]2)=[O:8])=[CH:19][C:20]([N+:26]([O-:28])=[O:27])=[CH:21][C:22]=1[N+:23]([O-:25])=[O:24])(=[O:45])=[O:44])[CH2:40][CH2:41][CH3:42], predict the reactants needed to synthesize it. The reactants are: [Br:1][CH2:2][CH2:3][N:4]([CH2:29][CH2:30][OH:31])[C:5]1[C:22]([N+:23]([O-:25])=[O:24])=[CH:21][C:20]([N+:26]([O-:28])=[O:27])=[CH:19][C:6]=1[C:7]([NH:9][CH2:10][CH2:11][O:12][CH:13]1[CH2:18][CH2:17][CH2:16][CH2:15][O:14]1)=[O:8].CCN(CC)CC.[CH2:39]([S:43](Cl)(=[O:45])=[O:44])[CH2:40][CH2:41][CH3:42].C([O-])(O)=O.[Na+]. (3) Given the product [ClH:31].[ClH:31].[ClH:31].[CH2:1]([N:8]1[CH2:13][CH2:12][N:11]([CH2:14][CH2:15][NH:16][S:17]([C:20]2[CH:30]=[CH:29][C:23]3[CH2:24][CH2:25][NH:26][CH2:27][CH2:28][C:22]=3[CH:21]=2)(=[O:19])=[O:18])[CH2:10][CH2:9]1)[C:2]1[CH:3]=[CH:4][CH:5]=[CH:6][CH:7]=1, predict the reactants needed to synthesize it. The reactants are: [CH2:1]([N:8]1[CH2:13][CH2:12][N:11]([CH2:14][CH2:15][NH:16][S:17]([C:20]2[CH:30]=[CH:29][C:23]3[CH2:24][CH2:25][NH:26][CH2:27][CH2:28][C:22]=3[CH:21]=2)(=[O:19])=[O:18])[CH2:10][CH2:9]1)[C:2]1[CH:7]=[CH:6][CH:5]=[CH:4][CH:3]=1.[ClH:31]. (4) Given the product [F:63][C:62]1[CH:61]=[C:60]([NH:64][S:65]([CH3:68])(=[O:67])=[O:66])[C:59]([CH3:69])=[CH:58][C:57]=1[C@H:55]([NH:54][C:17]([C:12]1[CH:11]=[CH:10][C:9]2[C:14](=[CH:15][CH:16]=[C:7]([C:3]([O:5][CH3:6])([CH3:4])[C:2]([F:21])([F:1])[F:20])[CH:8]=2)[CH:13]=1)=[O:19])[CH3:56], predict the reactants needed to synthesize it. The reactants are: [F:1][C:2]([F:21])([F:20])[C:3]([C:7]1[CH:8]=[C:9]2[C:14](=[CH:15][CH:16]=1)[CH:13]=[C:12]([C:17]([OH:19])=O)[CH:11]=[CH:10]2)([O:5][CH3:6])[CH3:4].CN(C(ON1N=NC2C=CC=CC1=2)=[N+](C)C)C.F[P-](F)(F)(F)(F)F.C(N(CC)CC)C.Cl.[NH2:54][C@@H:55]([C:57]1[C:62]([F:63])=[CH:61][C:60]([NH:64][S:65]([CH3:68])(=[O:67])=[O:66])=[C:59]([CH3:69])[CH:58]=1)[CH3:56]. (5) The reactants are: [C:1]1([CH2:7][N:8]([CH2:30][C:31]2[CH:36]=[CH:35][CH:34]=[CH:33][CH:32]=2)[CH2:9][C@H:10]([C:12]2[CH:17]=[CH:16][CH:15]=[C:14]([O:18][CH2:19][CH2:20][CH2:21][O:22][CH2:23][C:24]3[CH:29]=[CH:28][CH:27]=[CH:26][CH:25]=3)[CH:13]=2)[OH:11])[CH:6]=[CH:5][CH:4]=[CH:3][CH:2]=1.[Li]CCCC.C[O:43][B:44](OC)OC. Given the product [C:31]1([CH2:30][N:8]([CH2:9][C@@H:10]2[C:12]3[CH:17]=[CH:16][CH:15]=[C:14]([O:18][CH2:19][CH2:20][CH2:21][O:22][CH2:23][C:24]4[CH:25]=[CH:26][CH:27]=[CH:28][CH:29]=4)[C:13]=3[B:44]([OH:43])[O:11]2)[CH2:7][C:1]2[CH:2]=[CH:3][CH:4]=[CH:5][CH:6]=2)[CH:32]=[CH:33][CH:34]=[CH:35][CH:36]=1, predict the reactants needed to synthesize it. (6) Given the product [O:21]=[C:19]([CH2:35][CH3:36])[C:18]([N:13]1[C:14]2[C:10](=[C:9]([NH:8][C:6](=[O:7])[O:5][C:1]([CH3:2])([CH3:4])[CH3:3])[CH:17]=[CH:16][CH:15]=2)[CH:11]=[N:12]1)([C:25]1[CH:26]=[CH:27][C:28]([C:31]([F:34])([F:32])[F:33])=[CH:29][CH:30]=1)[CH2:23][CH3:24], predict the reactants needed to synthesize it. The reactants are: [C:1]([O:5][C:6]([NH:8][C:9]1[CH:17]=[CH:16][CH:15]=[C:14]2[C:10]=1[CH:11]=[N:12][N:13]2[C:18]([C:25]1[CH:30]=[CH:29][C:28]([C:31]([F:34])([F:33])[F:32])=[CH:27][CH:26]=1)([CH2:23][CH3:24])[C:19]([O:21]C)=O)=[O:7])([CH3:4])([CH3:3])[CH3:2].[CH2:35]([Li])[CH3:36].